This data is from Reaction yield outcomes from USPTO patents with 853,638 reactions. The task is: Predict the reaction yield, written as a fraction of the theoretical maximum amount of product (1.0 means a 100% yield; for example, 0.34 means a 34% yield). The reactants are [CH2:1]([O:8][C:9]([N:11]1[C:20]2[C:15](=[CH:16][CH:17]=[CH:18][CH:19]=2)[C:14](=[O:21])[CH2:13][CH2:12]1)=[O:10])[C:2]1[CH:7]=[CH:6][CH:5]=[CH:4][CH:3]=1.CC1C=CC(S(N[C@H]([C@@H](N)C2C=CC=CC=2)C2C=CC=CC=2)(=O)=O)=CC=1. No catalyst specified. The product is [CH2:1]([O:8][C:9]([N:11]1[C:20]2[C:15](=[CH:16][CH:17]=[CH:18][CH:19]=2)[C@@H:14]([OH:21])[CH2:13][CH2:12]1)=[O:10])[C:2]1[CH:7]=[CH:6][CH:5]=[CH:4][CH:3]=1. The yield is 0.860.